Dataset: Full USPTO retrosynthesis dataset with 1.9M reactions from patents (1976-2016). Task: Predict the reactants needed to synthesize the given product. (1) Given the product [C:1]1([C:15]2[C:24]3[C:19](=[CH:20][CH:21]=[CH:22][CH:23]=3)[CH:18]=[CH:17][C:16]=2[C:25]([OH:27])=[O:26])[C:10]2[C:5](=[CH:6][CH:7]=[CH:8][CH:9]=2)[CH:4]=[CH:3][CH:2]=1, predict the reactants needed to synthesize it. The reactants are: [C:1]1([Mg]Br)[C:10]2[C:5](=[CH:6][CH:7]=[CH:8][CH:9]=2)[CH:4]=[CH:3][CH:2]=1.CO[C:15]1[C:24]2[C:19](=[CH:20][CH:21]=[CH:22][CH:23]=2)[CH:18]=[CH:17][C:16]=1[C:25]([OH:27])=[O:26].O.Cl. (2) Given the product [CH3:15][O:16][C:17]1[CH:25]=[C:24]([O:26][CH3:27])[CH:23]=[C:22]2[C:18]=1[CH:19]=[C:20]([C:28]([NH:1][C@@H:2]1[CH2:7][CH2:6][CH2:5][NH:4][CH2:3]1)=[O:29])[NH:21]2, predict the reactants needed to synthesize it. The reactants are: [NH2:1][C@@H:2]1[CH2:7][CH2:6][CH2:5][N:4](C(OC(C)(C)C)=O)[CH2:3]1.[CH3:15][O:16][C:17]1[CH:25]=[C:24]([O:26][CH3:27])[CH:23]=[C:22]2[C:18]=1[CH:19]=[C:20]([C:28](O)=[O:29])[NH:21]2.N.